From a dataset of Experimentally validated miRNA-target interactions with 360,000+ pairs, plus equal number of negative samples. Binary Classification. Given a miRNA mature sequence and a target amino acid sequence, predict their likelihood of interaction. (1) The miRNA is hsa-miR-490-5p with sequence CCAUGGAUCUCCAGGUGGGU. The protein sequence of the target gene is MGSEPKPYAQPLDSAAAASTTKGSCGPRKPENPDFFSTVEDEQEDGFLRHLSESTEDFSLDMGALQGSEYLRDLGLGAPSDLHQSEVIMDPETHRQEARRESSHTSCEGASALPQRRSWERSRSCSGSCRRLSLDASTVDKGACLPRTLASLALNLSGNGQKIWTQGCLPVSGTPAPSSKECSSPEKRLRSKSVPVSCEISCMELASDSDVCTSPVQGLEPPVLECLEKDHVEPEHVLIVQQVLQELRQYHGARQRARMSTSPGGAHSNLTWFEFLSESEDGACKIEKPGKSTRVKRSLS.... Result: 0 (no interaction). (2) The miRNA is hsa-miR-106b-5p with sequence UAAAGUGCUGACAGUGCAGAU. The protein sequence of the target gene is MAVRSRRPWMSVALGLVLGFTAASWLIAPRVAELSERKRRGSSLCSYYGRSAAGPRAGAQQPLPQPQSRPRQEQSPPPARQDLQGPPLPEAAPGITSFRSSPWQQPPPLQQRRRGREPEGATGLPGAPAAEGEPEEEDGGAAGQRRDGRPGSSHNGSGDGGAAAPSARPRDFLYVGVMTAQKYLGSRALAAQRTWARFIPGRVEFFSSQQPPNAGQPPPPLPVIALPGVDDSYPPQKKSFMMIKYMHDHYLDKYEWFMRADDDVYIKGDKLEEFLRSLNSSKPLYLGQTGLGNIEELGKL.... Result: 0 (no interaction). (3) The miRNA is hsa-miR-3655 with sequence GCUUGUCGCUGCGGUGUUGCU. The protein sequence of the target gene is MFRRTLNRLCAGEEKRVGTRTVFVGNHPISGTEPYIAQRFCDNRIVSSKYTLWNFLPKNLFEQFRRIANFYFLIIFLVQVTVDTPTSPVTSGLPLFFVITVTAIKQGYEDWLRHRADNEVNKSAVYIIENAKRVRKESEKIKVGDVVEVQANETFPCDLILLSSCTTDGTCYVTTASLDGESNCKTHYAVRDTIALCTAESIDNLRATIECEQPQPDLYRFVGRISIYSNSIEAVARSLGPENLLLKGATLKNTKKIYGVAVYTGMETKMALNYQGKSQKCSAVEKSINAFLIVYLFILL.... Result: 0 (no interaction).